Dataset: Forward reaction prediction with 1.9M reactions from USPTO patents (1976-2016). Task: Predict the product of the given reaction. Given the reactants [CH3:1][O:2][C:3]1[CH:4]=[C:5]2[C:9](=[CH:10][CH:11]=1)[CH2:8][C:7](=O)[CH2:6]2.[NH:13]1[CH2:19][CH2:18][CH2:17][CH2:16][CH2:15][CH2:14]1.C(O[BH-](OC(=O)C)OC(=O)C)(=O)C.[Na+], predict the reaction product. The product is: [CH3:1][O:2][C:3]1[CH:4]=[C:5]2[C:9](=[CH:10][CH:11]=1)[CH2:8][CH:7]([N:13]1[CH2:19][CH2:18][CH2:17][CH2:16][CH2:15][CH2:14]1)[CH2:6]2.